This data is from Reaction yield outcomes from USPTO patents with 853,638 reactions. The task is: Predict the reaction yield, written as a fraction of the theoretical maximum amount of product (1.0 means a 100% yield; for example, 0.34 means a 34% yield). (1) The reactants are [NH2:1][C:2]1[C:3](Cl)=[N:4][CH:5]=[N:6][C:7]=1[Cl:8].[C:10](Cl)(=[O:17])[C:11]1[CH:16]=[CH:15][CH:14]=[CH:13][CH:12]=1. No catalyst specified. The product is [Cl:8][C:7]1[C:2]2[N:1]=[C:10]([C:11]3[CH:16]=[CH:15][CH:14]=[CH:13][CH:12]=3)[O:17][C:3]=2[N:4]=[CH:5][N:6]=1. The yield is 0.775. (2) The reactants are I[C:2]1[N:3]=[C:4]([CH2:7][CH2:8][CH3:9])[NH:5][CH:6]=1.[C:10]1(B(O)O)[CH:15]=[CH:14][CH:13]=[CH:12][CH:11]=1.C(=O)([O-])[O-].[Na+].[Na+]. The catalyst is O1CCOCC1.O. The product is [C:10]1([C:2]2[N:3]=[C:4]([CH2:7][CH2:8][CH3:9])[NH:5][CH:6]=2)[CH:15]=[CH:14][CH:13]=[CH:12][CH:11]=1. The yield is 0.770. (3) The reactants are [CH3:1][NH:2][CH2:3][CH2:4][C:5]#[C:6][C:7]1[CH:12]=[CH:11][CH:10]=[CH:9][N:8]=1.[Cl:13][C:14]1[CH:22]=[CH:21][CH:20]=[CH:19][C:15]=1[C:16](Cl)=[O:17]. No catalyst specified. The product is [Cl:13][C:14]1[CH:22]=[CH:21][CH:20]=[CH:19][C:15]=1[C:16]([N:2]([CH3:1])[CH2:3][CH2:4][C:5]#[C:6][C:7]1[CH:12]=[CH:11][CH:10]=[CH:9][N:8]=1)=[O:17]. The yield is 0.630. (4) The reactants are [CH3:1][O:2][C:3]1[CH:15]=[CH:14][C:6]([CH2:7][O:8][C@H:9]2[CH2:13][CH2:12][NH:11][CH2:10]2)=[CH:5][CH:4]=1.[S:16](N)([NH2:19])(=[O:18])=[O:17]. The catalyst is C(COC)OC. The product is [CH3:1][O:2][C:3]1[CH:4]=[CH:5][C:6]([CH2:7][O:8][C@H:9]2[CH2:13][CH2:12][N:11]([S:16]([NH2:19])(=[O:18])=[O:17])[CH2:10]2)=[CH:14][CH:15]=1. The yield is 0.610. (5) The reactants are [CH3:1][O:2][C:3]1[CH:4]=[C:5]2[C:10](=[CH:11][CH:12]=1)[CH:9]=[C:8]([OH:13])[CH:7]=[CH:6]2.C(=O)([O-])[O-].[K+].[K+].[CH2:20](Br)[CH:21]=[CH2:22]. The catalyst is CC(C)=O. The product is [CH3:1][O:2][C:3]1[CH:4]=[C:5]2[C:10](=[CH:11][CH:12]=1)[CH:9]=[C:8]([O:13][CH2:22][CH:21]=[CH2:20])[CH:7]=[CH:6]2. The yield is 0.910. (6) The reactants are [CH2:1]([N:5]1[C:13]2[N:12]=[C:11]([CH2:14][C:15]3[CH:20]=[CH:19][C:18]([NH:21][C:22](=[O:24])[CH3:23])=[CH:17][CH:16]=3)[NH:10][C:9]=2[C:8](=[O:25])[NH:7][C:6]1=[O:26])[CH2:2][CH2:3][CH3:4].C(=O)([O-])[O-].[Na+].[Na+].Cl[CH2:34][O:35][C:36](=[O:41])[C:37]([CH3:40])([CH3:39])[CH3:38].Cl. The catalyst is CN(C)C=O.O. The product is [C:22]([NH:21][C:18]1[CH:19]=[CH:20][C:15]([CH2:14][C:11]2[N:10]([CH2:34][O:35][C:36](=[O:41])[C:37]([CH3:40])([CH3:39])[CH3:38])[C:9]3[C:8](=[O:25])[NH:7][C:6](=[O:26])[N:5]([CH2:1][CH2:2][CH2:3][CH3:4])[C:13]=3[N:12]=2)=[CH:16][CH:17]=1)(=[O:24])[CH3:23]. The yield is 0.414. (7) The reactants are [F:1][C:2]1[CH:7]=[CH:6][C:5]([CH2:8][CH2:9][N:10]([CH2:17][CH:18]2[CH2:22][CH2:21][O:20][CH2:19]2)[CH2:11][C:12]([N:14]([CH3:16])[CH3:15])=[O:13])=[CH:4][C:3]=1[O:23][CH2:24][C:25]([F:28])([F:27])[F:26].[Cl:29][CH2:30][C:31](N1CCCC1)=O.ClCC(N(C)C)=O. No catalyst specified. The product is [ClH:29].[F:1][C:2]1[CH:7]=[CH:6][C:5]([CH2:8][CH2:9][N:10]([CH2:17][CH:18]2[CH2:22][CH2:21][O:20][CH2:19]2)[CH2:11][C:12]([N:14]2[CH2:15][CH2:31][CH2:30][CH2:16]2)=[O:13])=[CH:4][C:3]=1[O:23][CH2:24][C:25]([F:26])([F:27])[F:28]. The yield is 0.740. (8) The reactants are [NH2:1][C@@H:2]([CH2:34][C:35]1[CH:40]=[CH:39][CH:38]=[CH:37][CH:36]=1)[C@@H:3]([OH:33])[CH2:4][C@@H:5]([NH:20][C:21]([C@@H:23]([NH:28][C:29](=[O:32])[O:30][CH3:31])[C:24]([CH3:27])([CH3:26])[CH3:25])=[O:22])[CH2:6][C:7]1[CH:12]=[CH:11][C:10]([C:13]2[CH:18]=[CH:17][C:16]([CH3:19])=[CH:15][N:14]=2)=[CH:9][CH:8]=1.[CH3:41][O:42][C:43]([NH:45][C@@H:46]([C:50]([CH3:53])([CH3:52])[CH3:51])[C:47](O)=[O:48])=[O:44].CCOP(ON1N=NC2C=CC=CC=2C1=O)(OCC)=O.C(N(CC)C(C)C)(C)C. The catalyst is C1COCC1. The product is [CH3:41][O:42][C:43](=[O:44])[NH:45][C@@H:46]([C:50]([CH3:52])([CH3:51])[CH3:53])[C:47](=[O:48])[NH:1][C@@H:2]([CH2:34][C:35]1[CH:36]=[CH:37][CH:38]=[CH:39][CH:40]=1)[C@@H:3]([OH:33])[CH2:4][C@H:5]([CH2:6][C:7]1[CH:12]=[CH:11][C:10]([C:13]2[CH:18]=[CH:17][C:16]([CH3:19])=[CH:15][N:14]=2)=[CH:9][CH:8]=1)[NH:20][C:21](=[O:22])[C@H:23]([C:24]([CH3:27])([CH3:26])[CH3:25])[NH:28][C:29](=[O:32])[O:30][CH3:31]. The yield is 0.730. (9) The reactants are [Na].[CH3:2][C:3]1[CH:8]=[CH:7][C:6]([C:9]2[C:10]([CH:15]=O)=[CH:11][CH:12]=[CH:13][CH:14]=2)=[CH:5][CH:4]=1.[Br:17][C:18]1[N:19]=[CH:20][C:21]([NH2:24])=[N:22][CH:23]=1. The catalyst is ClCCCl.CC(O)=O. The product is [Br:17][C:18]1[N:19]=[CH:20][C:21]([NH:24][CH2:15][C:10]2[CH:11]=[CH:12][CH:13]=[CH:14][C:9]=2[C:6]2[CH:7]=[CH:8][C:3]([CH3:2])=[CH:4][CH:5]=2)=[N:22][CH:23]=1. The yield is 0.550.